Dataset: Reaction yield outcomes from USPTO patents with 853,638 reactions. Task: Predict the reaction yield, written as a fraction of the theoretical maximum amount of product (1.0 means a 100% yield; for example, 0.34 means a 34% yield). (1) The catalyst is C(O)C.O. The reactants are [CH3:1][C@@H:2]1[CH2:6][CH2:5][C:4](=O)[CH:3]1[C:8]([O:10]CC)=O.[NH2:13][C:14]([NH2:16])=[S:15].[OH-].[K+]. The product is [SH:15][C:14]1[N:13]=[C:8]([OH:10])[C:3]2[C@H:2]([CH3:1])[CH2:6][CH2:5][C:4]=2[N:16]=1. The yield is 0.560. (2) The reactants are Br[C:2]1[CH:11]=[N:10][C:9]2[N:8]([CH2:12][C:13]3[CH:18]=[CH:17][C:16]([O:19][CH3:20])=[CH:15][CH:14]=3)[C:7](=[O:21])[N:6]3[N:22]=[CH:23][N:24]=[C:5]3[C:4]=2[CH:3]=1.[CH:25]1([N:28]2[CH2:33][CH2:32][NH:31][CH2:30][CH2:29]2)[CH2:27][CH2:26]1.C1C=CC(P(C2C(C3C(P(C4C=CC=CC=4)C4C=CC=CC=4)=CC=C4C=3C=CC=C4)=C3C(C=CC=C3)=CC=2)C2C=CC=CC=2)=CC=1.C([O-])([O-])=O.[Cs+].[Cs+]. The catalyst is C1(C)C=CC=CC=1.CC([O-])=O.CC([O-])=O.[Pd+2]. The product is [CH:25]1([N:28]2[CH2:33][CH2:32][N:31]([C:2]3[CH:11]=[N:10][C:9]4[N:8]([CH2:12][C:13]5[CH:18]=[CH:17][C:16]([O:19][CH3:20])=[CH:15][CH:14]=5)[C:7](=[O:21])[N:6]5[N:22]=[CH:23][N:24]=[C:5]5[C:4]=4[CH:3]=3)[CH2:30][CH2:29]2)[CH2:27][CH2:26]1. The yield is 0.270. (3) The reactants are B.[I:2][C:3]1[CH:4]=[C:5]([CH2:9][C:10](O)=[O:11])[CH:6]=[CH:7][CH:8]=1.[Cl-].[NH4+]. The catalyst is C1COCC1. The product is [I:2][C:3]1[CH:4]=[C:5]([CH2:9][CH2:10][OH:11])[CH:6]=[CH:7][CH:8]=1. The yield is 0.920. (4) The reactants are [CH3:1][N:2]1[C@@H:19]2[CH2:20][C:7]3[CH:8]=[CH:9][C:10]([O:22][CH3:23])=[C:11]4[O:12][C@H:13]5[C:14]([CH2:16][CH2:17][C@:18]2([OH:21])[C@:5]5([C:6]=34)[CH2:4][CH2:3]1)=[O:15].Cl. The product is [CH3:1][N:2]1[C@@H:19]2[CH2:20][C:7]3[CH:8]=[CH:9][C:10]([O:22][CH3:23])=[C:11]4[O:12][C@H:13]5[C:14]([CH2:16][CH2:17][C@:18]2([OH:21])[C@:5]5([C:6]=34)[CH2:4][CH2:3]1)=[O:15]. The catalyst is C(Cl)(Cl)Cl. The yield is 0.930.